Dataset: Catalyst prediction with 721,799 reactions and 888 catalyst types from USPTO. Task: Predict which catalyst facilitates the given reaction. (1) Reactant: [F:1][C:2]([F:21])([F:20])[C:3]1[CH:4]=[C:5]([NH:13][CH2:14][C:15]([O:17]CC)=[O:16])[CH:6]=[C:7]([C:9]([F:12])([F:11])[F:10])[CH:8]=1.[OH-].[Li+].O1CCOCC1. Product: [F:1][C:2]([F:20])([F:21])[C:3]1[CH:4]=[C:5]([NH:13][CH2:14][C:15]([OH:17])=[O:16])[CH:6]=[C:7]([C:9]([F:12])([F:11])[F:10])[CH:8]=1. The catalyst class is: 6. (2) Reactant: [F:1][C:2]1[CH:10]=[CH:9][C:5]([C:6](O)=[O:7])=[CH:4][C:3]=1[NH:11][C:12]([C:14]1[N:18]2[CH:19]=[CH:20][C:21]([C:23]3[N:27]([CH3:28])[N:26]=[CH:25][CH:24]=3)=[CH:22][C:17]2=[N:16][CH:15]=1)=[O:13].[NH2:29][C@H:30]([CH2:39][OH:40])[C@@H:31]([C:33]1[CH:38]=[CH:37][CH:36]=[CH:35][CH:34]=1)[OH:32].CN(C(ON1N=NC2C=CC=NC1=2)=[N+](C)C)C.F[P-](F)(F)(F)(F)F.CCN(C(C)C)C(C)C. Product: [F:1][C:2]1[CH:10]=[CH:9][C:5]([C:6](=[O:7])[NH:29][C@H:30]([CH2:39][OH:40])[C@H:31]([OH:32])[C:33]2[CH:38]=[CH:37][CH:36]=[CH:35][CH:34]=2)=[CH:4][C:3]=1[NH:11][C:12]([C:14]1[N:18]2[CH:19]=[CH:20][C:21]([C:23]3[N:27]([CH3:28])[N:26]=[CH:25][CH:24]=3)=[CH:22][C:17]2=[N:16][CH:15]=1)=[O:13]. The catalyst class is: 34. (3) Reactant: N1C=CC=CC=1[CH2:7][NH:8][C:9]1[CH:14]=[CH:13][CH:12]=[CH:11][C:10]=1[C:15]1[CH:20]=[CH:19][CH:18]=[CH:17][C:16]=1[NH2:21].C(N[CH:30](C(O)=O)[CH2:31][C:32]1[CH:37]=[CH:36][C:35]([CH2:38][P:39]([OH:42])([OH:41])=[O:40])=[CH:34][CH:33]=1)(OC(C)(C)C)=O.[CH:54]1[CH:59]=[CH:58][C:57](P(N=[N+]=[N-])([C:54]2[CH:55]=[CH:56][CH:57]=[CH:58][CH:59]=2)=O)=[CH:56][CH:55]=1.[C:63]([O-:66])(O)=O.[Na+]. Product: [P:39]([CH2:38][C:35]1[CH:36]=[CH:37][C:32]([CH:31]([CH3:30])[C:63]([NH:21][C:16]2[CH:17]=[CH:18][CH:19]=[CH:20][C:15]=2[C:10]2[CH:11]=[CH:12][CH:13]=[CH:14][C:9]=2[NH:8][CH2:7][C:54]2[CH:55]=[CH:56][CH:57]=[CH:58][CH:59]=2)=[O:66])=[CH:33][CH:34]=1)([OH:42])([OH:41])=[O:40]. The catalyst class is: 39. (4) Reactant: C(OC([N:8]1[CH2:13][CH2:12][N:11]([C:14]2[CH:19]=[CH:18][C:17]([CH2:20][C:21]3[CH:26]=[CH:25][CH:24]=[CH:23][CH:22]=3)=[CH:16][CH:15]=2)[CH2:10][CH2:9]1)=O)(C)(C)C.[ClH:27]. Product: [ClH:27].[CH2:20]([C:17]1[CH:18]=[CH:19][C:14]([N:11]2[CH2:12][CH2:13][NH:8][CH2:9][CH2:10]2)=[CH:15][CH:16]=1)[C:21]1[CH:26]=[CH:25][CH:24]=[CH:23][CH:22]=1. The catalyst class is: 12. (5) Reactant: S(Cl)([Cl:3])=O.[C:5]([NH:8][C:9]1[N:14]=[C:13]([CH2:15]O)[CH:12]=[CH:11][N:10]=1)(=[O:7])[CH3:6]. Product: [C:5]([NH:8][C:9]1[N:14]=[C:13]([CH2:15][Cl:3])[CH:12]=[CH:11][N:10]=1)(=[O:7])[CH3:6]. The catalyst class is: 2.